The task is: Predict the product of the given reaction.. This data is from Forward reaction prediction with 1.9M reactions from USPTO patents (1976-2016). (1) Given the reactants Br[CH:2]1[CH2:6][CH2:5][CH2:4][CH2:3]1.[Mg].Br[C:9]1[CH:10]=[C:11]([CH:27]=[CH:28][CH:29]=1)[N:12]([CH2:20][C:21]1[CH:26]=[CH:25][CH:24]=[CH:23][CH:22]=1)[CH2:13][C:14]1[CH:19]=[CH:18][CH:17]=[CH:16][CH:15]=1, predict the reaction product. The product is: [CH2:20]([N:12]([CH2:13][C:14]1[CH:19]=[CH:18][CH:17]=[CH:16][CH:15]=1)[C:11]1[CH:10]=[CH:9][CH:29]=[C:28]([CH:2]2[CH2:6][CH2:5][CH2:4][CH2:3]2)[CH:27]=1)[C:21]1[CH:22]=[CH:23][CH:24]=[CH:25][CH:26]=1. (2) Given the reactants Cl[C:2]1[CH:7]=[CH:6][N:5]=[CH:4][C:3]=1[N+:8]([O-:10])=[O:9].[CH3:11][C:12]1([C:18]([OH:20])=[O:19])[CH2:17][CH2:16][CH2:15][NH:14][CH2:13]1.CCN(C(C)C)C(C)C, predict the reaction product. The product is: [CH3:11][C:12]1([C:18]([OH:20])=[O:19])[CH2:17][CH2:16][CH2:15][N:14]([C:2]2[CH:7]=[CH:6][N:5]=[CH:4][C:3]=2[N+:8]([O-:10])=[O:9])[CH2:13]1. (3) Given the reactants [N:1]1[CH:6]=[C:5]([NH:7][C:8](=[O:15])OCC(Cl)(Cl)Cl)[CH:4]=[N:3][CH:2]=1.[C:16]1([C:22]2[N:26]=[C:25]([N:27]3[CH2:32][CH2:31][NH:30][CH2:29][CH2:28]3)[S:24][N:23]=2)[CH:21]=[CH:20][CH:19]=[CH:18][CH:17]=1.C(N(C(C)C)CC)(C)C.CS(C)=O, predict the reaction product. The product is: [C:16]1([C:22]2[N:26]=[C:25]([N:27]3[CH2:32][CH2:31][N:30]([C:8]([NH:7][C:5]4[CH:4]=[N:3][CH:2]=[N:1][CH:6]=4)=[O:15])[CH2:29][CH2:28]3)[S:24][N:23]=2)[CH:17]=[CH:18][CH:19]=[CH:20][CH:21]=1. (4) Given the reactants [F:1][C:2]1[CH:7]=[CH:6][C:5]([CH:8](O)[CH3:9])=[CH:4][CH:3]=1.P(Br)(Br)[Br:12].O, predict the reaction product. The product is: [Br:12][CH:8]([C:5]1[CH:6]=[CH:7][C:2]([F:1])=[CH:3][CH:4]=1)[CH3:9]. (5) Given the reactants [CH2:1]([C@@H:3]1[CH2:7][C@H:6](O)[CH2:5][C@@H:4]1[C:9]([O:11][CH2:12][CH3:13])=[O:10])[CH3:2].CS(Cl)(=O)=O.CC([O-])(C)C.[Na+].C(OC(C)(C)C)(=O)[CH2:26][C:27]([O:29]C(C)(C)C)=[O:28], predict the reaction product. The product is: [CH2:12]([O:11][C:9]([CH:4]1[CH:3]([CH2:1][CH3:2])[CH2:7][CH:6]([CH2:26][C:27]([OH:29])=[O:28])[CH2:5]1)=[O:10])[CH3:13]. (6) Given the reactants [I:1][C:2]1[CH:16]=[CH:15][C:5]([O:6][CH:7]2[CH:12]3[CH2:13][CH2:14][N:9]([CH2:10][CH2:11]3)[CH2:8]2)=[CH:4][CH:3]=1.[ClH:17].O1CCOCC1, predict the reaction product. The product is: [ClH:17].[I:1][C:2]1[CH:3]=[CH:4][C:5]([O:6][CH:7]2[CH:12]3[CH2:11][CH2:10][N:9]([CH2:14][CH2:13]3)[CH2:8]2)=[CH:15][CH:16]=1. (7) Given the reactants [NH2:1][C@H:2]1[C@H:7]([C:8]2[CH:13]=[CH:12][C:11]([Br:14])=[CH:10][CH:9]=2)[NH:6][C:5](=[O:15])[CH2:4][CH2:3]1.N12CCCN=C1CCCCC2.[CH3:27][CH:28]([S:30](Cl)(=[O:32])=[O:31])[CH3:29], predict the reaction product. The product is: [Br:14][C:11]1[CH:12]=[CH:13][C:8]([C@H:7]2[C@H:2]([NH:1][S:30]([CH:28]([CH3:29])[CH3:27])(=[O:32])=[O:31])[CH2:3][CH2:4][C:5](=[O:15])[NH:6]2)=[CH:9][CH:10]=1.